Dataset: Full USPTO retrosynthesis dataset with 1.9M reactions from patents (1976-2016). Task: Predict the reactants needed to synthesize the given product. (1) Given the product [Br:1][C:2]1[CH:3]=[CH:4][C:5]([O:12][CH3:11])=[N:6][CH:7]=1, predict the reactants needed to synthesize it. The reactants are: [Br:1][C:2]1[CH:3]=[CH:4][C:5]([N+]([O-])=O)=[N:6][CH:7]=1.[CH3:11][O-:12].[Na+]. (2) Given the product [NH:8]1[C:16]2[C:11](=[CH:12][CH:13]=[CH:14][C:15]=2[CH:17]=[CH:18][C:19]([N:28]=[N+:29]=[N-:30])=[O:21])[CH:10]=[CH:9]1, predict the reactants needed to synthesize it. The reactants are: C(N(CC)CC)C.[NH:8]1[C:16]2[C:11](=[CH:12][CH:13]=[CH:14][C:15]=2[CH:17]=[CH:18][C:19]([OH:21])=O)[CH:10]=[CH:9]1.ClC(OCC)=O.[N-:28]=[N+:29]=[N-:30].[Na+]. (3) Given the product [C:9]([O:8][C:7](=[O:13])[N:6]([CH2:3][CH:4]=[CH2:5])[CH2:15][CH2:16][CH2:17][CH:18]=[CH2:19])([CH3:12])([CH3:11])[CH3:10], predict the reactants needed to synthesize it. The reactants are: [H-].[Na+].[CH2:3]([NH:6][C:7](=[O:13])[O:8][C:9]([CH3:12])([CH3:11])[CH3:10])[CH:4]=[CH2:5].Br[CH2:15][CH2:16][CH2:17][CH:18]=[CH2:19]. (4) Given the product [C:1]([C:5]1[CH:6]=[C:7]2[C:12](=[C:13]([F:15])[CH:14]=1)[C:11](=[O:16])[N:10]([C:17]1[C:18]([CH2:19][OH:20])=[C:21]([C:25]3[CH:30]=[C:29]([NH:31][C:32]4[CH:40]=[C:35]5[CH2:36][O:37][CH2:38][CH2:39][N:34]5[N:33]=4)[C:28](=[O:41])[N:27]([CH3:42])[CH:26]=3)[CH:22]=[CH:23][N:24]=1)[N:9]=[CH:8]2)([CH3:4])([CH3:2])[CH3:3], predict the reactants needed to synthesize it. The reactants are: [C:1]([C:5]1[CH:6]=[C:7]2[C:12](=[C:13]([F:15])[CH:14]=1)[C:11](=[O:16])[N:10]([C:17]1[N:24]=[CH:23][CH:22]=[C:21]([C:25]3[CH:30]=[C:29]([NH:31][C:32]4[CH:40]=[C:35]5[CH2:36][O:37][CH2:38][CH2:39][N:34]5[N:33]=4)[C:28](=[O:41])[N:27]([CH3:42])[CH:26]=3)[C:18]=1[CH:19]=[O:20])[N:9]=[CH:8]2)([CH3:4])([CH3:3])[CH3:2].[BH4-].[Na+]. (5) Given the product [CH3:29][C:21]1[CH:20]=[C:19]([N:16]2[CH2:15][CH2:14][N:13]([S:10](/[CH:9]=[CH:46]/[CH2:36][CH2:37][CH3:38])(=[O:12])=[O:11])[CH2:18][CH2:17]2)[C:28]2[C:23](=[CH:24][CH:25]=[CH:26][CH:27]=2)[N:22]=1, predict the reactants needed to synthesize it. The reactants are: C(OP([CH2:9][S:10]([N:13]1[CH2:18][CH2:17][N:16]([C:19]2[C:28]3[C:23](=[CH:24][CH:25]=[CH:26][CH:27]=3)[N:22]=[C:21]([CH3:29])[CH:20]=2)[CH2:15][CH2:14]1)(=[O:12])=[O:11])(OCC)=O)C.[Br-].[Li+].C(=O)CC.[CH2:36]1[CH2:46]CN2C(=NCCC2)[CH2:38][CH2:37]1. (6) The reactants are: I[C:2]1[CH:3]=[C:4]([O:24][CH:25]([F:27])[F:26])[CH:5]=[C:6]2[C:10]=1[C:9](=[O:11])[N:8]([CH2:12][C:13]1[CH:18]=[CH:17][C:16]([O:19][C:20]([F:23])([F:22])[F:21])=[CH:15][CH:14]=1)[CH2:7]2.[CH3:28][N:29](C=O)C. Given the product [F:26][CH:25]([F:27])[O:24][C:4]1[CH:3]=[C:2]([C:28]#[N:29])[C:10]2[C:9](=[O:11])[N:8]([CH2:12][C:13]3[CH:18]=[CH:17][C:16]([O:19][C:20]([F:23])([F:22])[F:21])=[CH:15][CH:14]=3)[CH2:7][C:6]=2[CH:5]=1, predict the reactants needed to synthesize it. (7) Given the product [F:1][CH:2]([C:8]1[CH:13]=[CH:12][C:11](=[O:14])[N:10]([CH3:17])[N:9]=1)[C:3]([O:5][CH2:6][CH3:7])=[O:4], predict the reactants needed to synthesize it. The reactants are: [F:1][CH:2]([C:8]1[N:9]=[N:10][C:11]([OH:14])=[CH:12][CH:13]=1)[C:3]([O:5][CH2:6][CH3:7])=[O:4].CI.[C:17](=O)([O-])[O-].[K+].[K+].